From a dataset of Forward reaction prediction with 1.9M reactions from USPTO patents (1976-2016). Predict the product of the given reaction. (1) Given the reactants [ClH:1].[CH2:2]([N:4]([CH2:26][CH3:27])[CH:5]1[CH2:10][CH2:9][N:8]([C:11](=[O:25])[CH2:12][CH2:13][C:14]2[N:15]([CH2:19][C:20]([O:22][CH2:23][CH3:24])=[O:21])[CH:16]=[CH:17][N:18]=2)[CH2:7][CH2:6]1)[CH3:3], predict the reaction product. The product is: [ClH:1].[CH2:26]([N:4]([CH2:2][CH3:3])[CH:5]1[CH2:10][CH2:9][N:8]([C:11](=[O:25])[CH2:12][CH2:13][C:14]2[N:15]([CH2:19][C:20]([O:22][CH2:23][CH3:24])=[O:21])[CH:16]=[CH:17][N:18]=2)[CH2:7][CH2:6]1)[CH3:27]. (2) Given the reactants Cl[C:2]1[C:11]([CH3:12])=[CH:10][C:9]2[C:4](=[CH:5][CH:6]=[C:7]([N+:13]([O-:15])=[O:14])[CH:8]=2)[N:3]=1.[CH2:16]([NH2:18])[CH3:17].CO, predict the reaction product. The product is: [CH2:16]([NH:18][C:2]1[C:11]([CH3:12])=[CH:10][C:9]2[C:4](=[CH:5][CH:6]=[C:7]([N+:13]([O-:15])=[O:14])[CH:8]=2)[N:3]=1)[CH3:17]. (3) Given the reactants Br[C:2]1[CH:7]=[CH:6][C:5]([CH:8]2[C:16](=[O:17])[CH:15]3[CH:10]([CH:11]4[O:18][CH:14]3[CH2:13][CH2:12]4)[C:9]2=[O:19])=[C:4]([CH2:20][CH3:21])[CH:3]=1.[F:22][C:23]1[CH:28]=[CH:27][C:26](B(O)O)=[CH:25][CH:24]=1.[F-].[Cs+].ClCCl, predict the reaction product. The product is: [CH2:20]([C:4]1[C:5]([CH:8]2[C:16](=[O:17])[CH:15]3[CH:10]([CH:11]4[O:18][CH:14]3[CH2:13][CH2:12]4)[C:9]2=[O:19])=[CH:6][CH:7]=[C:2]([C:26]2[CH:27]=[CH:28][C:23]([F:22])=[CH:24][CH:25]=2)[CH:3]=1)[CH3:21]. (4) Given the reactants Br[C:2]1[C:3]([O:11][CH2:12][CH3:13])=[N:4][C:5]([O:8][CH2:9][CH3:10])=[N:6][CH:7]=1.[B:14]1(B2OC(C)(C)C(C)(C)O2)[O:18]C(C)(C)C(C)(C)[O:15]1.C([O-])(=O)C.[K+], predict the reaction product. The product is: [CH2:9]([O:8][C:5]1[N:4]=[C:3]([O:11][CH2:12][CH3:13])[C:2]([B:14]([OH:18])[OH:15])=[CH:7][N:6]=1)[CH3:10]. (5) Given the reactants [CH3:1][C:2]1([CH3:16])[C:7]2[CH:8]=[C:9](B(O)O)[CH:10]=[CH:11][C:6]=2[NH:5][C:4](=[O:15])[O:3]1.Br[C:18]1[CH:23]=[CH:22][C:21]([F:24])=[CH:20][CH:19]=1, predict the reaction product. The product is: [F:24][C:21]1[CH:22]=[CH:23][C:18]([C:9]2[CH:10]=[CH:11][C:6]3[NH:5][C:4](=[O:15])[O:3][C:2]([CH3:16])([CH3:1])[C:7]=3[CH:8]=2)=[CH:19][CH:20]=1. (6) Given the reactants C[N:2]([CH3:21])[CH:3]=[CH:4][C:5]([C:7]1[CH:8]=[C:9]([N:13]([CH3:20])[C:14]([CH:16]2[CH2:19][CH2:18][CH2:17]2)=[O:15])[CH:10]=[CH:11][CH:12]=1)=O.N[C:23]1[C:27]([C:28]([C:30]2[CH:35]=[CH:34][CH:33]=[CH:32][CH:31]=2)=[O:29])=C[NH:25][N:24]=1, predict the reaction product. The product is: [C:28]([C:27]1[CH:23]=[N:24][N:25]2[C:5]([C:7]3[CH:8]=[C:9]([N:13]([CH3:20])[C:14]([CH:16]4[CH2:17][CH2:18][CH2:19]4)=[O:15])[CH:10]=[CH:11][CH:12]=3)=[CH:4][CH:3]=[N:2][C:21]=12)(=[O:29])[C:30]1[CH:35]=[CH:34][CH:33]=[CH:32][CH:31]=1.